The task is: Predict which catalyst facilitates the given reaction.. This data is from Catalyst prediction with 721,799 reactions and 888 catalyst types from USPTO. (1) Reactant: [CH:1]([C:4]1[CH:9]=[CH:8][CH:7]=[CH:6][C:5]=1[OH:10])([CH3:3])[CH3:2].[C:11]1([OH:17])[CH:16]=[CH:15][CH:14]=[CH:13][CH:12]=1.[C:18]1(=[O:30])[CH2:23][CH2:22][CH:21]([CH:24]2[CH2:29][CH2:28][CH2:27][CH2:26][CH2:25]2)[CH2:20][CH2:19]1. Product: [CH:1]([C:4]1[CH:9]=[C:8]([C:24]2([C:21]3[CH:22]=[CH:23][C:18]([OH:30])=[C:19]([CH:7]([CH3:8])[CH3:6])[CH:20]=3)[CH2:29][CH2:28][C:27]([C:27]3[CH2:28][CH2:29][C:24]([C:21]4[CH:22]=[CH:23][C:18]([OH:30])=[C:19]([CH:4]([CH3:9])[CH3:5])[CH:20]=4)([C:14]4[CH:15]=[CH:16][C:11]([OH:17])=[C:12]([CH:1]([CH3:3])[CH3:2])[CH:13]=4)[CH2:25][CH:26]=3)=[CH:26][CH2:25]2)[CH:7]=[CH:6][C:5]=1[OH:10])([CH3:3])[CH3:2]. The catalyst class is: 5. (2) Reactant: [C:1]([C:3]1[CH:36]=[CH:35][C:6]([CH2:7][C@@:8]2([CH3:34])[N:12]3[C:13]([S:16]([NH:19][C@@H:20]([CH3:24])[C:21]([OH:23])=O)(=[O:18])=[O:17])=[CH:14][N:15]=[C:11]3[N:10]([C:25]3[CH:30]=[C:29]([Cl:31])[CH:28]=[C:27]([Cl:32])[CH:26]=3)[C:9]2=[O:33])=[CH:5][CH:4]=1)#[N:2].F[P-](F)(F)(F)(F)F.N1(O[P+](N2CCCC2)(N2CCCC2)N2CCCC2)C2C=CC=CC=2N=N1.Cl.[NH2:71][CH2:72][C:73]([NH2:75])=[O:74].C(N(CC)C(C)C)(C)C. Product: [C:73]([CH2:72][NH:71][C:21](=[O:23])[C@@H:20]([NH:19][S:16]([C:13]1[N:12]2[C@@:8]([CH2:7][C:6]3[CH:35]=[CH:36][C:3]([C:1]#[N:2])=[CH:4][CH:5]=3)([CH3:34])[C:9](=[O:33])[N:10]([C:25]3[CH:26]=[C:27]([Cl:32])[CH:28]=[C:29]([Cl:31])[CH:30]=3)[C:11]2=[N:15][CH:14]=1)(=[O:17])=[O:18])[CH3:24])(=[O:74])[NH2:75]. The catalyst class is: 31.